Dataset: Peptide-MHC class I binding affinity with 185,985 pairs from IEDB/IMGT. Task: Regression. Given a peptide amino acid sequence and an MHC pseudo amino acid sequence, predict their binding affinity value. This is MHC class I binding data. (1) The peptide sequence is ATPQDLNTM. The MHC is HLA-B58:01 with pseudo-sequence HLA-B58:01. The binding affinity (normalized) is 0.0847. (2) The peptide sequence is FVHSGFIYF. The MHC is HLA-C15:02 with pseudo-sequence HLA-C15:02. The binding affinity (normalized) is 0.305.